Dataset: Full USPTO retrosynthesis dataset with 1.9M reactions from patents (1976-2016). Task: Predict the reactants needed to synthesize the given product. (1) Given the product [CH2:1]([O:3][C:4]([C:6]1([C:9]2[CH:10]=[CH:11][C:12]([C:15]3[CH:16]=[CH:17][C:18]([C:21]4[O:25][N:24]=[C:23]([CH3:26])[C:22]=4[CH2:27][CH2:28][NH2:51])=[CH:19][CH:20]=3)=[CH:13][CH:14]=2)[CH2:7][CH2:8]1)=[O:5])[CH3:2], predict the reactants needed to synthesize it. The reactants are: [CH2:1]([O:3][C:4]([C:6]1([C:9]2[CH:14]=[CH:13][C:12]([C:15]3[CH:20]=[CH:19][C:18]([C:21]4[O:25][N:24]=[C:23]([CH3:26])[C:22]=4[CH2:27][CH2:28]C(O)=O)=[CH:17][CH:16]=3)=[CH:11][CH:10]=2)[CH2:8][CH2:7]1)=[O:5])[CH3:2].C(O)(C)(C)C.C1(P([N:51]=[N+]=[N-])(C2C=CC=CC=2)=O)C=CC=CC=1.C(N(CC)CC)C. (2) Given the product [Cl:14][C:15]1[CH:20]=[CH:19][C:18]([CH:21]([C:23]2[CH:24]=[CH:25][CH:26]=[CH:27][CH:28]=2)[NH:22][C:10](=[O:12])[CH2:9][C:6]2[CH:7]=[CH:8][C:3]([O:2][CH3:1])=[C:4]([CH3:13])[CH:5]=2)=[C:17]([CH3:29])[CH:16]=1, predict the reactants needed to synthesize it. The reactants are: [CH3:1][O:2][C:3]1[CH:8]=[CH:7][C:6]([CH2:9][C:10]([OH:12])=O)=[CH:5][C:4]=1[CH3:13].[Cl:14][C:15]1[CH:20]=[CH:19][C:18]([CH:21]([C:23]2[CH:28]=[CH:27][CH:26]=[CH:25][CH:24]=2)[NH2:22])=[C:17]([CH3:29])[CH:16]=1. (3) Given the product [CH3:22][O:1][C:2]1[CH:3]=[C:4]([C:17]([O:19][CH2:20][CH3:21])=[O:18])[CH:5]=[C:6]2[C:10]=1[N:9]([CH:11]1[CH2:16][CH2:15][CH2:14][CH2:13][O:12]1)[N:8]=[CH:7]2, predict the reactants needed to synthesize it. The reactants are: [OH:1][C:2]1[CH:3]=[C:4]([C:17]([O:19][CH2:20][CH3:21])=[O:18])[CH:5]=[C:6]2[C:10]=1[N:9]([CH:11]1[CH2:16][CH2:15][CH2:14][CH2:13][O:12]1)[N:8]=[CH:7]2.[C:22]([O-])([O-])=O.[K+].[K+].IC. (4) The reactants are: [NH2:1][C:2]1[C:3]([C:13]([NH2:15])=[O:14])=[CH:4][C:5]([CH3:12])=[C:6]([CH:11]=1)[C:7]([O:9]C)=[O:8].[OH-].[Na+].Cl. Given the product [NH2:1][C:2]1[C:3]([C:13](=[O:14])[NH2:15])=[CH:4][C:5]([CH3:12])=[C:6]([CH:11]=1)[C:7]([OH:9])=[O:8], predict the reactants needed to synthesize it.